The task is: Predict the product of the given reaction.. This data is from Forward reaction prediction with 1.9M reactions from USPTO patents (1976-2016). (1) Given the reactants [Br:1][C:2]1[CH:7]=[C:6]([O:8][CH3:9])[C:5]([C:10]2[C:11](=[O:17])[CH2:12][CH2:13][C:14]=2[O:15][CH3:16])=[C:4]([Cl:18])[CH:3]=1.C[Si](C)(C)[N-][Si](C)(C)C.[K+].[CH2:29](Br)[C:30]#[CH:31], predict the reaction product. The product is: [Br:1][C:2]1[CH:7]=[C:6]([O:8][CH3:9])[C:5]([C:10]2[C:11](=[O:17])[CH:12]([CH2:31][C:30]#[CH:29])[CH2:13][C:14]=2[O:15][CH3:16])=[C:4]([Cl:18])[CH:3]=1. (2) Given the reactants C([N:14]1[CH2:17][C:16]([C:19]([OH:22])([CH3:21])[CH3:20])([OH:18])[CH2:15]1)(C1C=CC=CC=1)C1C=CC=CC=1.[Cl:23][C:24]1[C:29]([Cl:30])=[C:28]([C:31]([OH:40])([C:36]([F:39])([F:38])[F:37])[C:32]([F:35])([F:34])[F:33])[CH:27]=[CH:26][C:25]=1[C:41]1[S:45][C:44]([C:46](OCC)=[O:47])=[N:43][C:42]=1[C:51](=[O:57])[N:52]([CH2:55][CH3:56])[CH2:53][CH3:54].ClC1C(Cl)=C(C(O)(C(F)(F)F)C(F)(F)F)C=CC=1C1SC(C([O-])=O)=NC=1C(=O)N(CC)CC.[Li+].C([O-])([O-])=O.[K+].[K+], predict the reaction product. The product is: [Cl:23][C:24]1[C:29]([Cl:30])=[C:28]([C:31]([OH:40])([C:36]([F:37])([F:38])[F:39])[C:32]([F:34])([F:33])[F:35])[CH:27]=[CH:26][C:25]=1[C:41]1[S:45][C:44]([C:46]([N:14]2[CH2:17][C:16]([OH:18])([C:19]([OH:22])([CH3:21])[CH3:20])[CH2:15]2)=[O:47])=[N:43][C:42]=1[C:51]([N:52]([CH2:55][CH3:56])[CH2:53][CH3:54])=[O:57]. (3) Given the reactants [CH:1]#[C:2][CH2:3][CH2:4][CH:5]([CH3:7])[CH3:6].[N:8]([CH2:11][CH2:12][CH2:13][CH2:14][CH2:15][CH2:16][NH:17]C(OCC1C=CC=CC=1)=O)=[N+:9]=[N-:10], predict the reaction product. The product is: [NH2:17][CH2:16][CH2:15][CH2:14][CH2:13][CH2:12][CH2:11][N:8]1[CH:1]=[C:2]([CH2:3][CH2:4][CH:5]([CH3:7])[CH3:6])[N:10]=[N:9]1. (4) Given the reactants C([O:3][C:4]([C:6]1[S:10][C:9]([C:11]2[CH:16]=[CH:15][CH:14]=[CH:13][CH:12]=2)=[N:8][C:7]=1[CH2:17][N:18]([CH2:25][C:26]1[CH:31]=[CH:30][C:29]([O:32][CH3:33])=[CH:28][C:27]=1[O:34][CH3:35])[CH2:19][C:20]([O:22][CH2:23][CH3:24])=[O:21])=O)C.CC(C)([O-])C.[K+], predict the reaction product. The product is: [CH2:23]([O:22][C:20]([CH:19]1[N:18]([CH2:25][C:26]2[CH:31]=[CH:30][C:29]([O:32][CH3:33])=[CH:28][C:27]=2[O:34][CH3:35])[CH2:17][C:7]2[N:8]=[C:9]([C:11]3[CH:16]=[CH:15][CH:14]=[CH:13][CH:12]=3)[S:10][C:6]=2[C:4]1=[O:3])=[O:21])[CH3:24]. (5) The product is: [CH2:18]([N:13]1[C:12]([C:30]2[CH:31]=[CH:32][CH:33]=[CH:34][C:29]=2[CH3:28])=[C:11]2[C:15]([CH2:16][CH2:17][NH:8][CH2:9][CH2:10]2)=[N:14]1)[CH3:19]. Given the reactants C(OC([N:8]1[CH2:17][CH2:16][C:15]2[C:11](=[C:12](OS(C(F)(F)F)(=O)=O)[N:13]([CH2:18][CH3:19])[N:14]=2)[CH2:10][CH2:9]1)=O)(C)(C)C.[CH3:28][C:29]1[CH:34]=[CH:33][CH:32]=[CH:31][C:30]=1B(O)O, predict the reaction product.